Task: Regression/Classification. Given a drug SMILES string, predict its absorption, distribution, metabolism, or excretion properties. Task type varies by dataset: regression for continuous measurements (e.g., permeability, clearance, half-life) or binary classification for categorical outcomes (e.g., BBB penetration, CYP inhibition). For this dataset (caco2_wang), we predict Y.. Dataset: Caco-2 cell permeability data measuring drug intestinal absorption for ~900 compounds The compound is C=CCc1cc(OC)c(OC(C)C(O)c2ccc(OC)c(OC)c2)c(OC)c1. The Y is -4.62 log Papp (cm/s).